From a dataset of Peptide-MHC class II binding affinity with 134,281 pairs from IEDB. Regression. Given a peptide amino acid sequence and an MHC pseudo amino acid sequence, predict their binding affinity value. This is MHC class II binding data. (1) The peptide sequence is SSLGVDDVGTPELEL. The MHC is H-2-IAb with pseudo-sequence H-2-IAb. The binding affinity (normalized) is 0. (2) The peptide sequence is FEERDAVLLGGSSDNEFVKL. The MHC is DRB1_1301 with pseudo-sequence DRB1_1301. The binding affinity (normalized) is 0. (3) The peptide sequence is ELYYAIYKASPTLAF. The MHC is HLA-DPA10103-DPB10401 with pseudo-sequence HLA-DPA10103-DPB10401. The binding affinity (normalized) is 0.551. (4) The peptide sequence is DYVRMWVQAATVMSA. The MHC is HLA-DQA10102-DQB10602 with pseudo-sequence HLA-DQA10102-DQB10602. The binding affinity (normalized) is 0.758. (5) The peptide sequence is LQGPFNFRFLTEKGM. The MHC is DRB1_0101 with pseudo-sequence DRB1_0101. The binding affinity (normalized) is 0.719. (6) The peptide sequence is MIEGVEKFFSKELLT. The MHC is DRB1_0101 with pseudo-sequence DRB1_0101. The binding affinity (normalized) is 0.231. (7) The peptide sequence is AFKVAATAANAAPAW. The MHC is DRB1_1001 with pseudo-sequence DRB1_1001. The binding affinity (normalized) is 0.959. (8) The peptide sequence is GGRSLTDLLRALGAQ. The MHC is DRB1_0401 with pseudo-sequence DRB1_0401. The binding affinity (normalized) is 0.347. (9) The peptide sequence is PELQNFLNFLEANGL. The MHC is HLA-DQA10101-DQB10501 with pseudo-sequence HLA-DQA10101-DQB10501. The binding affinity (normalized) is 0.593. (10) The peptide sequence is PAEIVDTVSALVYDN. The MHC is DRB1_0101 with pseudo-sequence DRB1_0101. The binding affinity (normalized) is 0.596.